From a dataset of Full USPTO retrosynthesis dataset with 1.9M reactions from patents (1976-2016). Predict the reactants needed to synthesize the given product. (1) Given the product [CH:8]([C:10]1[CH:15]=[CH:14][C:13]([C:2]2[CH:7]=[CH:6][CH:5]=[CH:4][CH:3]=2)=[CH:12][CH:11]=1)=[CH2:9], predict the reactants needed to synthesize it. The reactants are: Br[C:2]1[CH:7]=[CH:6][CH:5]=[CH:4][CH:3]=1.[CH:8]([C:10]1[CH:15]=[CH:14][C:13]([Mg]Cl)=[CH:12][CH:11]=1)=[CH2:9].[Cl-].[NH4+]. (2) Given the product [F:1][C:2]1[C:3]([O:13][CH3:14])=[C:4]([C:16]#[C:15][CH:17]2[CH2:18][CH2:19][N:20]([C:23]([O:25][C:26]([CH3:29])([CH3:28])[CH3:27])=[O:24])[CH2:21][CH2:22]2)[C:5]2[O:9][CH2:8][C:7](=[O:10])[C:6]=2[CH:11]=1, predict the reactants needed to synthesize it. The reactants are: [F:1][C:2]1[C:3]([O:13][CH3:14])=[C:4](I)[C:5]2[O:9][CH2:8][C:7](=[O:10])[C:6]=2[CH:11]=1.[C:15]([CH:17]1[CH2:22][CH2:21][N:20]([C:23]([O:25][C:26]([CH3:29])([CH3:28])[CH3:27])=[O:24])[CH2:19][CH2:18]1)#[CH:16]. (3) Given the product [F:1][C:2]1[C:11]2[CH:12]([CH2:14][N:15]3[CH2:20][CH2:19][NH:18][CH2:17][CH2:16]3)[CH2:13][N:9]3[C:10]=2[C:5]([CH:6]=[CH:7][C:8]3=[O:28])=[CH:4][CH:3]=1, predict the reactants needed to synthesize it. The reactants are: [F:1][C:2]1[C:11]2[CH:12]([CH2:14][N:15]3[CH2:20][CH2:19][N:18](C(OC(C)(C)C)=O)[CH2:17][CH2:16]3)[CH2:13][N:9]3[C:10]=2[C:5]([CH:6]=[CH:7][C:8]3=[O:28])=[CH:4][CH:3]=1.Cl.O1CCOCC1.CO. (4) Given the product [CH2:1]([O:2][C:3](=[O:17])[C:4]1[CH:9]=[CH:8][C:7]([NH:10][C:25](=[O:30])[C:26]([CH3:29])([CH3:28])[CH3:27])=[CH:6][C:5]=1[CH2:11][S:12][C:13]([CH3:14])([CH3:16])[CH3:15])[CH3:18], predict the reactants needed to synthesize it. The reactants are: [CH3:1][O:2][C:3](=[O:17])[C:4]1[CH:9]=[CH:8][C:7]([NH2:10])=[CH:6][C:5]=1[CH2:11][S:12][C:13]([CH3:16])([CH3:15])[CH3:14].[CH2:18](N(CC)CC)C.[C:25](Cl)(=[O:30])[C:26]([CH3:29])([CH3:28])[CH3:27].CCOC(C)=O. (5) Given the product [F:45][C:20]1[CH:19]=[C:18]([NH:17][C:12]([NH:10][C:8](=[O:9])[CH2:7][C:1]2[CH:6]=[CH:5][CH:4]=[CH:3][CH:2]=2)=[O:13])[CH:44]=[CH:43][C:21]=1[O:22][C:23]1[CH:28]=[CH:27][N:26]=[C:25]([NH:29][C:30]([N:32]2[CH2:37][CH2:36][CH:35]([N:38]3[CH2:42][CH2:41][CH2:40][CH2:39]3)[CH2:34][CH2:33]2)=[O:31])[CH:24]=1, predict the reactants needed to synthesize it. The reactants are: [C:1]1([CH2:7][C:8]([NH2:10])=[O:9])[CH:6]=[CH:5][CH:4]=[CH:3][CH:2]=1.C(Cl)(=O)[C:12](Cl)=[O:13].[NH2:17][C:18]1[CH:44]=[CH:43][C:21]([O:22][C:23]2[CH:28]=[CH:27][N:26]=[C:25]([NH:29][C:30]([N:32]3[CH2:37][CH2:36][CH:35]([N:38]4[CH2:42][CH2:41][CH2:40][CH2:39]4)[CH2:34][CH2:33]3)=[O:31])[CH:24]=2)=[C:20]([F:45])[CH:19]=1. (6) Given the product [CH2:11]([O:10][C:8](=[O:9])[C:2]([CH2:21][C:20]1[CH:23]=[CH:24][C:25]([C:27](=[O:32])[C:28]([CH3:29])([CH3:31])[CH3:30])=[CH:26][C:19]=1[Br:18])([CH3:1])[C:3]([O:5][CH2:6][CH3:7])=[O:4])[CH3:12], predict the reactants needed to synthesize it. The reactants are: [CH3:1][CH:2]([C:8]([O:10][CH2:11][CH3:12])=[O:9])[C:3]([O:5][CH2:6][CH3:7])=[O:4].[O-]CC.[Na+].[Na].[Br:18][C:19]1[CH:26]=[C:25]([C:27](=[O:32])[C:28]([CH3:31])([CH3:30])[CH3:29])[CH:24]=[CH:23][C:20]=1[CH2:21]Br. (7) Given the product [Cl:10][C:8]1[C:7]([O:11][CH3:12])=[CH:6][C:5]([O:13][CH2:14][CH2:15][CH2:16][N:17]2[CH2:22][CH2:21][C:20]([C:24]3[CH:25]=[CH:26][C:27]([Cl:30])=[CH:28][CH:29]=3)([OH:23])[C:19]([CH3:32])([CH3:31])[CH2:18]2)=[C:4]([CH:9]=1)[C:3]([OH:33])=[O:2], predict the reactants needed to synthesize it. The reactants are: C[O:2][C:3](=[O:33])[C:4]1[CH:9]=[C:8]([Cl:10])[C:7]([O:11][CH3:12])=[CH:6][C:5]=1[O:13][CH2:14][CH2:15][CH2:16][N:17]1[CH2:22][CH2:21][C:20]([C:24]2[CH:29]=[CH:28][C:27]([Cl:30])=[CH:26][CH:25]=2)([OH:23])[C:19]([CH3:32])([CH3:31])[CH2:18]1.[Li+].[OH-]. (8) The reactants are: [C:1]([O:5][C:6]([N:8]1[CH2:11][CH:10]([CH2:12]OS(C)(=O)=O)[CH2:9]1)=[O:7])([CH3:4])([CH3:3])[CH3:2].C(=O)([O-])[O-].[Cs+].[Cs+].[CH3:24][N:25]1[CH:29]=[C:28]([C:30]2[CH:31]=[C:32]([C:36]3[N:41]=[CH:40][C:39]([C:42]4[CH:43]=[N:44][NH:45][CH:46]=4)=[CH:38][N:37]=3)[CH:33]=[CH:34][CH:35]=2)[CH:27]=[N:26]1. Given the product [C:1]([O:5][C:6]([N:8]1[CH2:11][CH:10]([CH2:12][N:44]2[CH:43]=[C:42]([C:39]3[CH:38]=[N:37][C:36]([C:32]4[CH:33]=[CH:34][CH:35]=[C:30]([C:28]5[CH:27]=[N:26][N:25]([CH3:24])[CH:29]=5)[CH:31]=4)=[N:41][CH:40]=3)[CH:46]=[N:45]2)[CH2:9]1)=[O:7])([CH3:4])([CH3:3])[CH3:2], predict the reactants needed to synthesize it. (9) Given the product [C:1]([NH:5][C:6]([C:8]1[CH:12]=[C:11]([C:13]2[CH:18]=[CH:17][C:16]([C:19]([OH:31])=[O:29])=[CH:15][N:14]=2)[N:10]([C:21]2[CH:22]=[N:23][C:24]([O:27][CH3:28])=[CH:25][CH:26]=2)[N:9]=1)=[O:7])([CH3:4])([CH3:3])[CH3:2], predict the reactants needed to synthesize it. The reactants are: [C:1]([NH:5][C:6]([C:8]1[CH:12]=[C:11]([C:13]2[CH:18]=[CH:17][C:16]([C:19]#N)=[CH:15][N:14]=2)[N:10]([C:21]2[CH:22]=[N:23][C:24]([O:27][CH3:28])=[CH:25][CH:26]=2)[N:9]=1)=[O:7])([CH3:4])([CH3:3])[CH3:2].[OH-:29].[Na+].[OH2:31].C(Cl)(Cl)Cl. (10) The reactants are: [CH2:1]([O:8][CH2:9][CH2:10][CH2:11][O:12][C:13]1[CH:18]=[CH:17][C:16]([CH:19]2[CH2:24][CH2:23][N:22]([C:25]([O:27][C:28]([CH3:31])([CH3:30])[CH3:29])=[O:26])[CH2:21][CH:20]2[OH:32])=[CH:15][CH:14]=1)[C:2]1[CH:7]=[CH:6][CH:5]=[CH:4][CH:3]=1.Br.Br[CH2:35][C:36]1[CH:37]=[C:38]2[C:43](=[CH:44][CH:45]=1)[CH:42]=[N:41][CH:40]=[CH:39]2. Given the product [CH2:1]([O:8][CH2:9][CH2:10][CH2:11][O:12][C:13]1[CH:18]=[CH:17][C:16]([CH:19]2[CH2:24][CH2:23][N:22]([C:25]([O:27][C:28]([CH3:29])([CH3:31])[CH3:30])=[O:26])[CH2:21][CH:20]2[O:32][CH2:35][C:36]2[CH:37]=[C:38]3[C:43](=[CH:44][CH:45]=2)[CH:42]=[N:41][CH:40]=[CH:39]3)=[CH:15][CH:14]=1)[C:2]1[CH:3]=[CH:4][CH:5]=[CH:6][CH:7]=1, predict the reactants needed to synthesize it.